From a dataset of CYP1A2 inhibition data for predicting drug metabolism from PubChem BioAssay. Regression/Classification. Given a drug SMILES string, predict its absorption, distribution, metabolism, or excretion properties. Task type varies by dataset: regression for continuous measurements (e.g., permeability, clearance, half-life) or binary classification for categorical outcomes (e.g., BBB penetration, CYP inhibition). Dataset: cyp1a2_veith. (1) The molecule is CO[C@H]1OC[C@@]2(C)[C@@H]3C4=C(CN2C(=O)OC(C)(C)C)[C@H](C)[C@H](CO)[C@H](CO)[C@H]4CC[C@H]13. The result is 0 (non-inhibitor). (2) The drug is CCOc1ccc(/C=N/NC(=O)COc2ccccc2-c2ccccc2)cc1. The result is 1 (inhibitor). (3) The compound is CCCn1nc2cc(C(=O)NCc3ccc(C)cc3)ccc2c1OCC. The result is 0 (non-inhibitor). (4) The compound is Cc1cc(=O)[nH]c(SCC(=O)Nc2nc3c(s2)CCCC3)n1. The result is 1 (inhibitor). (5) The molecule is COc1ccc(-c2cc(C(F)(F)F)nc(NCc3cccnc3)n2)cc1. The result is 1 (inhibitor). (6) The molecule is COC(=O)c1cc(NC(=O)CC2NC3CCCCC3NC2=O)cc(C(=O)OC)c1. The result is 0 (non-inhibitor). (7) The compound is C[C@@H]1C(=O)O[C@@H]2C[C@]34[C@H]5C[C@@H](C(C)(C)C)[C@@]36[C@@H](OC(=O)[C@@H]6O)O[C@@]4(C(=O)O5)[C@@]12O. The result is 0 (non-inhibitor). (8) The compound is CN1CCN(c2nc3c(c(=O)n(C)c(=O)n3C)n2C)CC1. The result is 0 (non-inhibitor). (9) The compound is CCC(C)N1C(=O)S/C(=C/c2ccc(Sc3nc4ccccc4[nH]3)o2)C1=O. The result is 1 (inhibitor). (10) The result is 0 (non-inhibitor). The drug is O=C(NCC(c1cccnc1)N1CCOCC1)Nc1ccccc1.